From a dataset of Full USPTO retrosynthesis dataset with 1.9M reactions from patents (1976-2016). Predict the reactants needed to synthesize the given product. The reactants are: [OH:1][C:2]1[CH:7]=[CH:6][C:5]([CH2:8][C:9]([NH:11][C@@H:12]([C:14]2[CH:19]=[CH:18][C:17]([NH:20][CH2:21][C:22]([F:25])([F:24])[F:23])=[CH:16][N:15]=2)[CH3:13])=[O:10])=[CH:4][CH:3]=1.Br[C:27]1[S:28][CH:29]=[CH:30][N:31]=1.C([O-])([O-])=O.[Cs+].[Cs+]. Given the product [S:28]1[CH:29]=[CH:30][N:31]=[C:27]1[O:1][C:2]1[CH:3]=[CH:4][C:5]([CH2:8][C:9]([NH:11][C@@H:12]([C:14]2[CH:19]=[CH:18][C:17]([NH:20][CH2:21][C:22]([F:25])([F:23])[F:24])=[CH:16][N:15]=2)[CH3:13])=[O:10])=[CH:6][CH:7]=1, predict the reactants needed to synthesize it.